Regression/Classification. Given a drug SMILES string, predict its absorption, distribution, metabolism, or excretion properties. Task type varies by dataset: regression for continuous measurements (e.g., permeability, clearance, half-life) or binary classification for categorical outcomes (e.g., BBB penetration, CYP inhibition). Dataset: cyp2d6_veith. From a dataset of CYP2D6 inhibition data for predicting drug metabolism from PubChem BioAssay. (1) The molecule is O.O.O=c1c(O)c(-c2ccc(O)c(O)c2)oc2cc(O)cc(O)c12. The result is 0 (non-inhibitor). (2) The molecule is Cc1c(NC(=O)/C(=C\c2ccccc2)NC(=O)c2ccccc2)c(=O)n(-c2ccccc2)n1C. The result is 0 (non-inhibitor). (3) The drug is CC(C)(C(=O)c1cccnc1)c1cccnc1. The result is 0 (non-inhibitor). (4) The drug is NS(=O)(=O)c1cc([C@@]2(O)NC(=O)c3ccccc32)ccc1Cl. The result is 0 (non-inhibitor). (5) The molecule is Cc1[nH]nc(Nc2ccccc2)c1[N+](=O)[O-]. The result is 1 (inhibitor). (6) The molecule is Cc1ccccc1C(=O)c1cccn1CC(=O)NCc1ccco1. The result is 0 (non-inhibitor). (7) The molecule is CCOC(=O)C1=C(CN2c3ccccc3CC2C)NC(=O)NC1c1ccccc1. The result is 0 (non-inhibitor). (8) The molecule is COc1ccccc1NC(=S)NC(=O)c1ccc(-c2ccc(Cl)cc2)o1. The result is 0 (non-inhibitor). (9) The molecule is CCNc1ncc2nc(-c3ccc(OC)cc3)c(=O)n(C[C@H]3CCCO3)c2n1. The result is 0 (non-inhibitor).